Dataset: Full USPTO retrosynthesis dataset with 1.9M reactions from patents (1976-2016). Task: Predict the reactants needed to synthesize the given product. (1) Given the product [NH2:1][C:2]1[C:7](/[CH:27]=[CH:26]/[C:25]([NH2:29])=[O:28])=[N:6][C:5]([C:9]2[CH:10]=[CH:11][C:12](=[O:18])[N:13]([CH:15]([CH3:17])[CH3:16])[CH:14]=2)=[C:4]([C:19]2[CH:24]=[CH:23][CH:22]=[CH:21][CH:20]=2)[N:3]=1, predict the reactants needed to synthesize it. The reactants are: [NH2:1][C:2]1[N:3]=[C:4]([C:19]2[CH:24]=[CH:23][CH:22]=[CH:21][CH:20]=2)[C:5]([C:9]2[CH:10]=[CH:11][C:12](=[O:18])[N:13]([CH:15]([CH3:17])[CH3:16])[CH:14]=2)=[N:6][C:7]=1Br.[C:25]([NH2:29])(=[O:28])[CH:26]=[CH2:27].CC1C=CC=CC=1P(C1C=CC=CC=1C)C1C=CC=CC=1C.CCN(CC)CC. (2) Given the product [Cl:25][C:26]1[CH:34]=[CH:33][C:29]([C:30]([NH:59][C@@H:57]([C:54]2[CH:55]=[CH:56][C:51]([F:50])=[CH:52][CH:53]=2)[CH3:58])=[O:31])=[C:28]([NH:35][S:36]([C:39]2[C:40]3[N:41]=[CH:42][CH:43]=[N:44][C:45]=3[CH:46]=[CH:47][CH:48]=2)(=[O:37])=[O:38])[CH:27]=1, predict the reactants needed to synthesize it. The reactants are: CN(C(ON1N=NC2C=CC=NC1=2)=[N+](C)C)C.F[P-](F)(F)(F)(F)F.[Cl:25][C:26]1[CH:34]=[CH:33][C:29]([C:30](O)=[O:31])=[C:28]([NH:35][S:36]([C:39]2[C:40]3[N:41]=[CH:42][CH:43]=[N:44][C:45]=3[CH:46]=[CH:47][CH:48]=2)(=[O:38])=[O:37])[CH:27]=1.Cl.[F:50][C:51]1[CH:56]=[CH:55][C:54]([C@H:57]([NH2:59])[CH3:58])=[CH:53][CH:52]=1. (3) Given the product [O:16]=[C:11]1[C:10](=[CH:27][C:26]2[NH:25][CH:24]=[C:23]3[C:22]=2[CH2:21][CH2:20][NH:19][C:18]3=[O:17])[C:9]2[C:13](=[CH:14][CH:15]=[C:7]([C:1]3[CH:2]=[CH:3][CH:4]=[CH:5][CH:6]=3)[CH:8]=2)[NH:12]1, predict the reactants needed to synthesize it. The reactants are: [C:1]1([C:7]2[CH:8]=[C:9]3[C:13](=[CH:14][CH:15]=2)[NH:12][C:11](=[O:16])[CH2:10]3)[CH:6]=[CH:5][CH:4]=[CH:3][CH:2]=1.[O:17]=[C:18]1[C:23]2=[CH:24][NH:25][C:26]([CH:27]=O)=[C:22]2[CH2:21][CH2:20][NH:19]1.N1CCCCC1. (4) Given the product [CH2:17]([O:19][C:20]([C:22]1[NH:23][C:24]([CH:33]=[C:9]2[C:8]3[C:12](=[CH:13][CH:14]=[CH:15][C:7]=3[C:4]3[CH:5]=[CH:6][N:1]=[CH:2][CH:3]=3)[NH:11][C:10]2=[O:16])=[C:25]([CH2:28][CH2:29][C:30]([OH:32])=[O:31])[C:26]=1[CH3:27])=[O:21])[CH3:18], predict the reactants needed to synthesize it. The reactants are: [N:1]1[CH:6]=[CH:5][C:4]([C:7]2[CH:15]=[CH:14][CH:13]=[C:12]3[C:8]=2[CH2:9][C:10](=[O:16])[NH:11]3)=[CH:3][CH:2]=1.[CH2:17]([O:19][C:20]([C:22]1[NH:23][C:24]([CH:33]=O)=[C:25]([CH2:28][CH2:29][C:30]([OH:32])=[O:31])[C:26]=1[CH3:27])=[O:21])[CH3:18]. (5) Given the product [C:1]([O:5][C:6]([NH:8][CH2:9][C:10]1[CH:11]=[CH:12][C:13]([CH2:16][CH2:17][C:18]([O:20][CH2:21][CH3:22])=[O:19])=[CH:14][CH:15]=1)=[O:7])([CH3:4])([CH3:3])[CH3:2], predict the reactants needed to synthesize it. The reactants are: [C:1]([O:5][C:6]([NH:8][CH2:9][C:10]1[CH:15]=[CH:14][C:13]([CH:16]=[CH:17][C:18]([O:20][CH2:21][CH3:22])=[O:19])=[CH:12][CH:11]=1)=[O:7])([CH3:4])([CH3:3])[CH3:2]. (6) Given the product [CH3:1][O:2][C:3]1[CH:8]=[CH:7][C:6]([C@@H:9]([NH:11][C@@H:20]2[C:21]3[N:12]=[CH:13][CH:14]=[CH:15][C:16]=3[CH2:17][CH2:18][CH2:19]2)[CH3:10])=[CH:5][CH:4]=1, predict the reactants needed to synthesize it. The reactants are: [CH3:1][O:2][C:3]1[CH:8]=[CH:7][C:6]([C@@H:9]([NH2:11])[CH3:10])=[CH:5][CH:4]=1.[N:12]1[C:21]2[C:20](=O)[CH2:19][CH2:18][CH2:17][C:16]=2[CH:15]=[CH:14][CH:13]=1.C(O)(=O)C.C(O[BH-](OC(=O)C)OC(=O)C)(=O)C.[Na+].C(=O)([O-])[O-].[Na+].[Na+].